This data is from Reaction yield outcomes from USPTO patents with 853,638 reactions. The task is: Predict the reaction yield, written as a fraction of the theoretical maximum amount of product (1.0 means a 100% yield; for example, 0.34 means a 34% yield). The reactants are [CH3:1][S:2]([OH:5])(=[O:4])=[O:3].C([NH:13][C:14]1[CH:19]=[CH:18][C:17]([N+:20]([O-])=O)=[CH:16][C:15]=1[S:23]([NH2:26])(=[O:25])=[O:24])C1C=CC=CC=1.O1CCCC1.[H][H]. The catalyst is [Pd].C(O)C.O. The product is [CH3:1][S:2]([OH:5])(=[O:4])=[O:3].[NH2:13][C:14]1[CH:19]=[CH:18][C:17]([NH2:20])=[CH:16][C:15]=1[S:23]([NH2:26])(=[O:24])=[O:25]. The yield is 0.930.